This data is from Reaction yield outcomes from USPTO patents with 853,638 reactions. The task is: Predict the reaction yield, written as a fraction of the theoretical maximum amount of product (1.0 means a 100% yield; for example, 0.34 means a 34% yield). (1) The reactants are [Cl:1][C:2]1[CH:13]=[CH:12][C:5]2[NH:6][C:7](=[O:11])[O:8][C:9](=[O:10])[C:4]=2[CH:3]=1.[H-].[Na+].[CH2:16](Br)[C:17]1[CH:22]=[CH:21][CH:20]=[CH:19][CH:18]=1. The catalyst is CN(C=O)C. The product is [CH2:16]([N:6]1[C:5]2[CH:12]=[CH:13][C:2]([Cl:1])=[CH:3][C:4]=2[C:9](=[O:10])[O:8][C:7]1=[O:11])[C:17]1[CH:22]=[CH:21][CH:20]=[CH:19][CH:18]=1. The yield is 0.900. (2) The reactants are Br[C:2]1[CH:3]=[C:4]2[C:8](=[CH:9][CH:10]=1)[N:7]([CH2:11][C:12]([O:14][CH2:15][CH3:16])=[O:13])[CH:6]=[C:5]2[CH2:17][C:18]#[N:19].[C:20]1(B(O)O)[CH:25]=[CH:24][CH:23]=[CH:22][CH:21]=1.C([O-])([O-])=O.[Na+].[Na+].O. The catalyst is COCCOC.CC([O-])=O.CC([O-])=O.[Pd+2].C1C=CC(P(C2C=CC=CC=2)C2C=CC=CC=2)=CC=1. The product is [C:18]([CH2:17][C:5]1[C:4]2[C:8](=[CH:9][CH:10]=[C:2]([C:20]3[CH:25]=[CH:24][CH:23]=[CH:22][CH:21]=3)[CH:3]=2)[N:7]([CH2:11][C:12]([O:14][CH2:15][CH3:16])=[O:13])[CH:6]=1)#[N:19]. The yield is 0.450. (3) The reactants are Br[C:2]1[CH:3]=[CH:4][C:5]2[O:11][CH2:10][CH2:9][N:8]3[CH:12]=[C:13]([C:15]4[N:19]([C:20]5[CH:25]=[CH:24][CH:23]=[CH:22][C:21]=5[Cl:26])[N:18]=[CH:17][N:16]=4)[N:14]=[C:7]3[C:6]=2[CH:27]=1.[C:28]1(B(O)O)[CH:33]=[CH:32][CH:31]=[CH:30][CH:29]=1.C([O-])([O-])=O.[Cs+].[Cs+].O. The catalyst is O1CCOCC1.C1C=CC(P(C2C=CC=CC=2)[C-]2C=CC=C2)=CC=1.C1C=CC(P(C2C=CC=CC=2)[C-]2C=CC=C2)=CC=1.Cl[Pd]Cl.[Fe+2]. The product is [Cl:26][C:21]1[CH:22]=[CH:23][CH:24]=[CH:25][C:20]=1[N:19]1[C:15]([C:13]2[N:14]=[C:7]3[C:6]4[CH:27]=[C:2]([C:28]5[CH:33]=[CH:32][CH:31]=[CH:30][CH:29]=5)[CH:3]=[CH:4][C:5]=4[O:11][CH2:10][CH2:9][N:8]3[CH:12]=2)=[N:16][CH:17]=[N:18]1. The yield is 0.380. (4) The reactants are [OH:1][C@@H:2]1[CH2:6][CH2:5][O:4][C:3]1=[O:7].C1(P(C2C=CC=CC=2)C2C=CC=CC=2)C=CC=CC=1.[Br:27][C:28]1[N:33]=[CH:32][C:31](O)=[CH:30][CH:29]=1. The catalyst is C1(C)C=CC=CC=1. The product is [Br:27][C:28]1[N:33]=[CH:32][C:31]([O:1][C@H:2]2[CH2:6][CH2:5][O:4][C:3]2=[O:7])=[CH:30][CH:29]=1. The yield is 0.790. (5) The reactants are [O-]CC.[Na+].O=[C:6]1[CH:11]([C:12]([O:14]CC)=O)[CH2:10][CH2:9][N:8]([C:17]([O:19][C:20]([CH3:23])([CH3:22])[CH3:21])=[O:18])[CH2:7]1.[O:24]1[C:28]([C:29]2[CH:34]=[CH:33][C:32]([NH:35][C:36]([NH2:38])=[NH:37])=[CH:31][CH:30]=2)=[CH:27][N:26]=[CH:25]1. The catalyst is C(O)C. The product is [OH:14][C:12]1[C:11]2[CH2:10][CH2:9][N:8]([C:17]([O:19][C:20]([CH3:21])([CH3:22])[CH3:23])=[O:18])[CH2:7][C:6]=2[N:38]=[C:36]([NH:35][C:32]2[CH:33]=[CH:34][C:29]([C:28]3[O:24][CH:25]=[N:26][CH:27]=3)=[CH:30][CH:31]=2)[N:37]=1. The yield is 0.419.